This data is from Peptide-MHC class I binding affinity with 185,985 pairs from IEDB/IMGT. The task is: Regression. Given a peptide amino acid sequence and an MHC pseudo amino acid sequence, predict their binding affinity value. This is MHC class I binding data. (1) The MHC is HLA-A02:16 with pseudo-sequence HLA-A02:16. The binding affinity (normalized) is 0.620. The peptide sequence is FGLLPEHYV. (2) The peptide sequence is YLDFGGPEG. The binding affinity (normalized) is 0.278. The MHC is HLA-A01:01 with pseudo-sequence HLA-A01:01. (3) The peptide sequence is YLATGALLA. The MHC is HLA-A02:01 with pseudo-sequence HLA-A02:01. The binding affinity (normalized) is 0.630. (4) The peptide sequence is KLQARNIQK. The MHC is HLA-A31:01 with pseudo-sequence HLA-A31:01. The binding affinity (normalized) is 0.760. (5) The binding affinity (normalized) is 0.0847. The peptide sequence is SYINRTGTF. The MHC is HLA-B57:01 with pseudo-sequence HLA-B57:01. (6) The peptide sequence is NPNKDTWPDA. The MHC is Patr-A0701 with pseudo-sequence Patr-A0701. The binding affinity (normalized) is 0. (7) The peptide sequence is RIRKDFGKR. The MHC is HLA-B48:01 with pseudo-sequence HLA-B48:01. The binding affinity (normalized) is 0.0847. (8) The peptide sequence is YLYALIYFL. The MHC is HLA-A68:02 with pseudo-sequence HLA-A68:02. The binding affinity (normalized) is 0.567. (9) The peptide sequence is QATAQAAAY. The MHC is HLA-B15:01 with pseudo-sequence HLA-B15:01. The binding affinity (normalized) is 0.195.